From a dataset of Full USPTO retrosynthesis dataset with 1.9M reactions from patents (1976-2016). Predict the reactants needed to synthesize the given product. (1) The reactants are: C([O:8][C:9]1[CH:10]=[CH:11][C:12]([C@@H:20]([O:42][Si](C(C)(C)C)(C)C)[CH2:21][NH:22][CH2:23][C:24]2([OH:41])[CH2:29][CH2:28][N:27]([CH2:30][CH2:31][CH2:32][CH2:33][O:34][C:35]3[CH:40]=[CH:39][CH:38]=[CH:37][CH:36]=3)[CH2:26][CH2:25]2)=[C:13]2[C:18]=1[NH:17][C:16](=[O:19])[CH:15]=[CH:14]2)C1C=CC=CC=1.F.F.F.C(N(CC)CC)C. Given the product [OH:8][C:9]1[CH:10]=[CH:11][C:12]([C@@H:20]([OH:42])[CH2:21][NH:22][CH2:23][C:24]2([OH:41])[CH2:29][CH2:28][N:27]([CH2:30][CH2:31][CH2:32][CH2:33][O:34][C:35]3[CH:36]=[CH:37][CH:38]=[CH:39][CH:40]=3)[CH2:26][CH2:25]2)=[C:13]2[C:18]=1[NH:17][C:16](=[O:19])[CH:15]=[CH:14]2, predict the reactants needed to synthesize it. (2) Given the product [CH:16]([C:13]1[CH:12]=[CH:11][C:10]([C:7]2[CH:8]=[CH:9][C:4]([CH:3]=[O:2])=[CH:5][CH:6]=2)=[CH:15][CH:14]=1)=[O:17], predict the reactants needed to synthesize it. The reactants are: C[O:2][CH2:3][C:4]1[CH:9]=[CH:8][C:7]([C:10]2[CH:15]=[CH:14][C:13]([CH2:16][O:17]C)=[CH:12][CH:11]=2)=[CH:6][CH:5]=1.Br([O-])(=O)=O.[Na+]. (3) Given the product [Cl:22][CH2:16][CH2:17][C:12]1[C:13](=[O:14])[N:3]2[CH:4]=[CH:5][CH:6]=[C:7]([CH3:8])[C:2]2=[N:1][C:9]=1[CH3:10], predict the reactants needed to synthesize it. The reactants are: [NH2:1][C:2]1[C:7]([CH3:8])=[CH:6][CH:5]=[CH:4][N:3]=1.[C:9]([CH:12]1[CH2:17][CH2:16]O[C:13]1=[O:14])(=O)[CH3:10].[OH-].[Na+].P(Cl)(Cl)([Cl:22])=O. (4) Given the product [F:1][C:2]1[CH:17]=[CH:16][C:5]([C:6]([N:8]2[CH2:12][CH2:11][C:10]([CH:21]([CH3:23])[CH3:22])([C:13]#[N:14])[C:9]2=[O:15])=[O:7])=[CH:4][CH:3]=1, predict the reactants needed to synthesize it. The reactants are: [F:1][C:2]1[CH:17]=[CH:16][C:5]([C:6]([N:8]2[CH2:12][CH2:11][CH:10]([C:13]#[N:14])[C:9]2=[O:15])=[O:7])=[CH:4][CH:3]=1.[H-].[Na+].I[CH:21]([CH3:23])[CH3:22].C(O)(=O)CC(CC(O)=O)(C(O)=O)O. (5) Given the product [I:8][C:5]1[CH:6]=[CH:7][C:2]([N:11]2[CH:12]=[CH:13][CH:14]=[CH:15][C:10]2=[O:9])=[CH:3][CH:4]=1, predict the reactants needed to synthesize it. The reactants are: I[C:2]1[CH:7]=[CH:6][C:5]([I:8])=[CH:4][CH:3]=1.[OH:9][C:10]1[CH:15]=[CH:14][CH:13]=[CH:12][N:11]=1. (6) Given the product [C:8]([C:12]1[CH:13]=[C:14]([NH:66][S:67]([CH3:70])(=[O:69])=[O:68])[C:15]([O:64][CH3:65])=[C:16]([NH:18][C:19](=[O:63])[NH:20][C:21]2[C:30]3[C:25](=[CH:26][CH:27]=[CH:28][CH:29]=3)[C:24]([O:31][C:32]3[CH:37]=[CH:36][N:35]=[C:34]([NH:38][C:39]4[CH:40]=[C:41]([CH:58]=[C:59]([O:61][CH3:62])[CH:60]=4)[O:42][CH2:43][CH2:44][O:45][CH2:46][CH2:47][O:48][CH2:49][CH2:50][C:51]([OH:53])=[O:52])[N:33]=3)=[CH:23][CH:22]=2)[CH:17]=1)([CH3:11])([CH3:9])[CH3:10], predict the reactants needed to synthesize it. The reactants are: C(O)(C(F)(F)F)=O.[C:8]([C:12]1[CH:13]=[C:14]([NH:66][S:67]([CH3:70])(=[O:69])=[O:68])[C:15]([O:64][CH3:65])=[C:16]([NH:18][C:19](=[O:63])[NH:20][C:21]2[C:30]3[C:25](=[CH:26][CH:27]=[CH:28][CH:29]=3)[C:24]([O:31][C:32]3[CH:37]=[CH:36][N:35]=[C:34]([NH:38][C:39]4[CH:40]=[C:41]([CH:58]=[C:59]([O:61][CH3:62])[CH:60]=4)[O:42][CH2:43][CH2:44][O:45][CH2:46][CH2:47][O:48][CH2:49][CH2:50][C:51]([O:53]C(C)(C)C)=[O:52])[N:33]=3)=[CH:23][CH:22]=2)[CH:17]=1)([CH3:11])([CH3:10])[CH3:9].